Dataset: Full USPTO retrosynthesis dataset with 1.9M reactions from patents (1976-2016). Task: Predict the reactants needed to synthesize the given product. (1) Given the product [Br:1][C:2]1[CH:11]=[C:6]2[C:5](=[CH:4][CH:3]=1)[NH:12][C:13](=[O:24])[C:14]([O:15][C:16]1[CH:21]=[CH:20][C:19]([C:22]#[N:23])=[CH:18][CH:17]=1)=[C:7]2[OH:8], predict the reactants needed to synthesize it. The reactants are: [Br:1][C:2]1[CH:3]=[CH:4][C:5]([NH:12][C:13](=[O:24])[CH2:14][O:15][C:16]2[CH:21]=[CH:20][C:19]([C:22]#[N:23])=[CH:18][CH:17]=2)=[C:6]([CH:11]=1)[C:7](OC)=[O:8].C[Si]([N-][Si](C)(C)C)(C)C.[K+].C(=O)=O.CC(C)=O. (2) Given the product [C:1]1([O:5][C:6](=[O:19])[NH:7][C:8]2[S:9][CH:10]=[C:11]([CH2:13][O:14][CH2:15][CH2:16][O:17][CH3:18])[N:12]=2)[CH:3]=[CH:29][CH:24]=[CH:25][CH:4]=1, predict the reactants needed to synthesize it. The reactants are: [C:1]([O:5][C:6](=[O:19])[NH:7][C:8]1[S:9][CH:10]=[C:11]([CH2:13][O:14][CH2:15][CH2:16][O:17][CH3:18])[N:12]=1)([CH3:4])([CH3:3])C.ClC(O[C:24]1[CH:29]=CC=C[CH:25]=1)=O.O. (3) Given the product [CH2:1]([O:3][C:4]1[C:13]2[C:8](=[CH:9][CH:10]=[C:11]([CH:14]=[O:15])[CH:12]=2)[N:7]=[CH:6][C:5]=1[S:16]([CH3:19])(=[O:18])=[O:17])[CH3:2], predict the reactants needed to synthesize it. The reactants are: [CH2:1]([O:3][C:4]1[C:13]2[C:8](=[CH:9][CH:10]=[C:11]([CH2:14][OH:15])[CH:12]=2)[N:7]=[CH:6][C:5]=1[S:16]([CH3:19])(=[O:18])=[O:17])[CH3:2]. (4) Given the product [Cl:17][C:18]1[CH:19]=[CH:20][C:21]([CH:24]([C:36]2[CH:41]=[CH:40][C:39]([C:2]3[N:10]=[CH:9][N:8]=[C:7]4[C:3]=3[N:4]=[CH:5][N:6]4[CH:11]3[CH2:16][CH2:15][CH2:14][CH2:13][O:12]3)=[CH:38][CH:37]=2)[N:25]2[C:33](=[O:34])[C:32]3[C:27](=[CH:28][CH:29]=[CH:30][CH:31]=3)[C:26]2=[O:35])=[CH:22][CH:23]=1, predict the reactants needed to synthesize it. The reactants are: Cl[C:2]1[N:10]=[CH:9][N:8]=[C:7]2[C:3]=1[N:4]=[CH:5][N:6]2[CH:11]1[CH2:16][CH2:15][CH2:14][CH2:13][O:12]1.[Cl:17][C:18]1[CH:23]=[CH:22][C:21]([CH:24]([C:36]2[CH:41]=[CH:40][C:39](B3OC(C)(C)C(C)(C)O3)=[CH:38][CH:37]=2)[N:25]2[C:33](=[O:34])[C:32]3[C:27](=[CH:28][CH:29]=[CH:30][CH:31]=3)[C:26]2=[O:35])=[CH:20][CH:19]=1.C([O-])([O-])=O.[K+].[K+].C(Cl)(Cl)Cl.O. (5) Given the product [Cl:1][C:2]1[S:6][C:5]([C:7]2[O:11][N:10]=[C:9]([CH2:12][OH:13])[CH:8]=2)=[CH:4][CH:3]=1, predict the reactants needed to synthesize it. The reactants are: [Cl:1][C:2]1[S:6][C:5]([C:7]2[O:11][N:10]=[C:9]([C:12](O)=[O:13])[CH:8]=2)=[CH:4][CH:3]=1.B.O1CCCC1.